This data is from Full USPTO retrosynthesis dataset with 1.9M reactions from patents (1976-2016). The task is: Predict the reactants needed to synthesize the given product. Given the product [CH:1]1([NH:5][C:6]2[N:14]=[CH:13][C:12]([F:15])=[CH:11][C:7]=2[C:8]([NH:21][C:17]([CH3:18])([C:19]#[CH:20])[CH3:16])=[O:10])[CH2:2][CH2:3][CH2:4]1, predict the reactants needed to synthesize it. The reactants are: [CH:1]1([NH:5][C:6]2[N:14]=[CH:13][C:12]([F:15])=[CH:11][C:7]=2[C:8]([OH:10])=O)[CH2:4][CH2:3][CH2:2]1.[CH3:16][C:17]([NH2:21])([C:19]#[CH:20])[CH3:18].CCN=C=NCCCN(C)C.CCN(C(C)C)C(C)C.C1C=CC2N(O)N=NC=2C=1.